From a dataset of Forward reaction prediction with 1.9M reactions from USPTO patents (1976-2016). Predict the product of the given reaction. (1) Given the reactants [Cl:1][C:2]1[CH:3]=[C:4]([C:9](=[O:23])[CH2:10][CH:11](O)[C:12]2[CH:17]=[CH:16][C:15]([N+:18]([O-])=O)=[C:14]([OH:21])[CH:13]=2)[CH:5]=[CH:6][C:7]=1[Cl:8], predict the reaction product. The product is: [NH2:18][C:15]1[CH:16]=[CH:17][C:12]([CH2:11][CH2:10][CH:9]([C:4]2[CH:5]=[CH:6][C:7]([Cl:8])=[C:2]([Cl:1])[CH:3]=2)[OH:23])=[CH:13][C:14]=1[OH:21]. (2) Given the reactants [CH3:1][O:2][C:3]1[CH:12]=[C:11]2[C:6]([C:7]([O:13][C:14]3[CH:15]=[C:16]4[C:21](=[CH:22][CH:23]=3)[C:20]([C:24]([OH:26])=O)=[CH:19][CH:18]=[CH:17]4)=[CH:8][CH:9]=[N:10]2)=[CH:5][CH:4]=1.[NH2:27][CH2:28][C:29]1[CH:44]=[CH:43][C:32]([C:33]([NH:35][C:36]2[CH:41]=[CH:40][CH:39]=[CH:38][C:37]=2[NH2:42])=[O:34])=[CH:31][CH:30]=1, predict the reaction product. The product is: [NH2:42][C:37]1[CH:38]=[CH:39][CH:40]=[CH:41][C:36]=1[NH:35][C:33]([C:32]1[CH:43]=[CH:44][C:29]([CH2:28][NH:27][C:24]([C:20]2[C:21]3[C:16](=[CH:15][C:14]([O:13][C:7]4[C:6]5[C:5](=[CH:4][C:3]([O:2][CH3:1])=[CH:12][CH:11]=5)[N:10]=[CH:9][CH:8]=4)=[CH:23][CH:22]=3)[CH:17]=[CH:18][CH:19]=2)=[O:26])=[CH:30][CH:31]=1)=[O:34]. (3) Given the reactants O[C@@:2]1([C:16]2[S:17][C:18]([C:21]3[CH:26]=[C:25]([CH3:27])[CH:24]=[C:23]([NH:28][C:29]4[CH:34]=[C:33]([C:35]([F:38])([F:37])[F:36])[CH:32]=[CH:31][N:30]=4)[N:22]=3)=[CH:19][N:20]=2)[CH2:11][CH2:10][CH2:9][C:8]2[CH:7]=[C:6]([C:12]([O:14][CH3:15])=[O:13])[CH:5]=[CH:4][C:3]1=2.[N-:39]=[N+:40]=[N-:41].[Na+].C(O)(C(F)(F)F)=O, predict the reaction product. The product is: [N:39]([C:2]1([C:16]2[S:17][C:18]([C:21]3[CH:26]=[C:25]([CH3:27])[CH:24]=[C:23]([NH:28][C:29]4[CH:34]=[C:33]([C:35]([F:38])([F:37])[F:36])[CH:32]=[CH:31][N:30]=4)[N:22]=3)=[CH:19][N:20]=2)[CH2:11][CH2:10][CH2:9][C:8]2[CH:7]=[C:6]([C:12]([O:14][CH3:15])=[O:13])[CH:5]=[CH:4][C:3]1=2)=[N+:40]=[N-:41]. (4) Given the reactants [CH:1]1([C:5]2[C:10]([O:11][CH2:12][C:13]3[N:17](COCC[Si](C)(C)C)[C:16]4[CH:26]=[CH:27][CH:28]=[CH:29][C:15]=4[N:14]=3)=[N:9][N:8]3[C:30]([C:33]4[CH:38]=[CH:37][C:36]([F:39])=[CH:35][C:34]=4[F:40])=[N:31][N:32]=[C:7]3[CH:6]=2)[CH2:4][CH2:3][CH2:2]1, predict the reaction product. The product is: [NH:17]1[C:16]2[CH:26]=[CH:27][CH:28]=[CH:29][C:15]=2[N:14]=[C:13]1[CH2:12][O:11][C:10]1[C:5]([CH:1]2[CH2:2][CH2:3][CH2:4]2)=[CH:6][C:7]2[N:8]([C:30]([C:33]3[CH:38]=[CH:37][C:36]([F:39])=[CH:35][C:34]=3[F:40])=[N:31][N:32]=2)[N:9]=1. (5) Given the reactants [Br:1][C:2]1[CH:3]=[C:4]([CH:8]=[CH:9][C:10]=1O)[C:5]([OH:7])=[O:6].[C:12]([O-])([O-])=O.[Cs+].[Cs+].IC.CN([CH:23]=[O:24])C, predict the reaction product. The product is: [Br:1][C:2]1[CH:3]=[C:4]([CH:8]=[CH:9][C:10]=1[O:24][CH3:23])[C:5]([O:7][CH3:12])=[O:6]. (6) Given the reactants [CH2:1]([O:8][CH2:9][C:10]1[N:15]=[CH:14][N:13]=[C:12](O)[CH:11]=1)[C:2]1[CH:7]=[CH:6][CH:5]=[CH:4][CH:3]=1.P(Cl)(Cl)([Cl:19])=O.C(N(CCC)CCC)CC.[OH-].[NH4+], predict the reaction product. The product is: [CH2:1]([O:8][CH2:9][C:10]1[CH:11]=[C:12]([Cl:19])[N:13]=[CH:14][N:15]=1)[C:2]1[CH:7]=[CH:6][CH:5]=[CH:4][CH:3]=1.